From a dataset of Kinase inhibitor bioactivity data combining Ki, Kd, and IC50 measurements. Regression. Given a target protein amino acid sequence and a drug SMILES string, predict the binding affinity score between them. We predict KIBA score (integrated kinase binding score). Dataset: kiba. (1) The small molecule is Cc1ccc(-n2nc(C)c3c(=O)c4cc(Cl)ccc4n(O)c32)cc1. The target protein (O43781) has sequence MGGTARGPGRKDAGPPGAGLPPQQRRLGDGVYDTFMMIDETKCPPCSNVLCNPSEPPPPRRLNMTTEQFTGDHTQHFLDGGEMKVEQLFQEFGNRKSNTIQSDGISDSEKCSPTVSQGKSSDCLNTVKSNSSSKAPKVVPLTPEQALKQYKHHLTAYEKLEIINYPEIYFVGPNAKKRHGVIGGPNNGGYDDADGAYIHVPRDHLAYRYEVLKIIGKGSFGQVARVYDHKLRQYVALKMVRNEKRFHRQAAEEIRILEHLKKQDKTGSMNVIHMLESFTFRNHVCMAFELLSIDLYELIKKNKFQGFSVQLVRKFAQSILQSLDALHKNKIIHCDLKPENILLKHHGRSSTKVIDFGSSCFEYQKLYTYIQSRFYRAPEIILGSRYSTPIDIWSFGCILAELLTGQPLFPGEDEGDQLACMMELLGMPPPKLLEQSKRAKYFINSKGIPRYCSVTTQADGRVVLVGGRSRRGKKRGPPGSKDWGTALKGCDDYLFIEFLK.... The KIBA score is 11.3. (2) The drug is CCOC(=O)c1ccc2[nH]c3c(c2c1)CCNC3=O. The target protein (P53778) has sequence MSSPPPARSGFYRQEVTKTAWEVRAVYRDLQPVGSGAYGAVCSAVDGRTGAKVAIKKLYRPFQSELFAKRAYRELRLLKHMRHENVIGLLDVFTPDETLDDFTDFYLVMPFMGTDLGKLMKHEKLGEDRIQFLVYQMLKGLRYIHAAGIIHRDLKPGNLAVNEDCELKILDFGLARQADSEMTGYVVTRWYRAPEVILNWMRYTQTVDIWSVGCIMAEMITGKTLFKGSDHLDQLKEIMKVTGTPPAEFVQRLQSDEAKNYMKGLPELEKKDFASILTNASPLAVNLLEKMLVLDAEQRVTAGEALAHPYFESLHDTEDEPQVQKYDDSFDDVDRTLDEWKRVTYKEVLSFKPPRQLGARVSKETPL. The KIBA score is 11.3. (3) The drug is NC(=O)c1cc(Cl)cc2[nH]c(-c3ccc(C4CCCNC4)cc3F)nc12. The target protein (Q13188) has sequence MEQPPAPKSKLKKLSEDSLTKQPEEVFDVLEKLGEGSYGSVFKAIHKESGQVVAIKQVPVESDLQEIIKEISIMQQCDSPYVVKYYGSYFKNTDLWIVMEYCGAGSVSDIIRLRNKTLIEDEIATILKSTLKGLEYLHFMRKIHRDIKAGNILLNTEGHAKLADFGVAGQLTDTMAKRNTVIGTPFWMAPEVIQEIGYNCVADIWSLGITSIEMAEGKPPYADIHPMRAIFMIPTNPPPTFRKPELWSDDFTDFVKKCLVKNPEQRATATQLLQHPFIKNAKPVSILRDLITEAMEIKAKRHEEQQRELEEEEENSDEDELDSHTMVKTSVESVGTMRATSTMSEGAQTMIEHNSTMLESDLGTMVINSEDEEEEDGTMKRNATSPQVQRPSFMDYFDKQDFKNKSHENCNQNMHEPFPMSKNVFPDNWKVPQDGDFDFLKNLSLEELQMRLKALDPMMEREIEELRQRYTAKRQPILDAMDAKKRRQQNF. The KIBA score is 11.2. (4) The drug is O=C(Nc1ccc2[nH]ncc2c1)c1ccc(Cl)cc1. The target protein (P08922) has sequence MKNIYCLIPKLVNFATLGCLWISVVQCTVLNSCLKSCVTNLGQQLDLGTPHNLSEPCIQGCHFWNSVDQKNCALKCRESCEVGCSSAEGAYEEEVLENADLPTAPFASSIGSHNMTLRWKSANFSGVKYIIQWKYAQLLGSWTYTKTVSRPSYVVKPLHPFTEYIFRVVWIFTAQLQLYSPPSPSYRTHPHGVPETAPLIRNIESSSPDTVEVSWDPPQFPGGPILGYNLRLISKNQKLDAGTQRTSFQFYSTLPNTIYRFSIAAVNEVGEGPEAESSITTSSSAVQQEEQWLFLSRKTSLRKRSLKHLVDEAHCLRLDAIYHNITGISVDVHQQIVYFSEGTLIWAKKAANMSDVSDLRIFYRGSGLISSISIDWLYQRMYFIMDELVCVCDLENCSNIEEITPPSISAPQKIVADSYNGYVFYLLRDGIYRADLPVPSGRCAEAVRIVESCTLKDFAIKPQAKRIIYFNDTAQVFMSTFLDGSASHLILPRIPFADVK.... The KIBA score is 11.8. (5) The small molecule is CNC(=O)NC1CCC(Nc2nc(Cl)cc(-c3c[nH]c4ncccc34)n2)CC1. The target protein (P49760) has sequence MPHPRRYHSSERGSRGSYREHYRSRKHKRRRSRSWSSSSDRTRRRRREDSYHVRSRSSYDDRSSDRRVYDRRYCGSYRRNDYSRDRGDAYYDTDYRHSYEYQRENSSYRSQRSSRRKHRRRRRRSRTFSRSSSQHSSRRAKSVEDDAEGHLIYHVGDWLQERYEIVSTLGEGTFGRVVQCVDHRRGGARVALKIIKNVEKYKEAARLEINVLEKINEKDPDNKNLCVQMFDWFDYHGHMCISFELLGLSTFDFLKDNNYLPYPIHQVRHMAFQLCQAVKFLHDNKLTHTDLKPENILFVNSDYELTYNLEKKRDERSVKSTAVRVVDFGSATFDHEHHSTIVSTRHYRAPEVILELGWSQPCDVWSIGCIIFEYYVGFTLFQTHDNREHLAMMERILGPIPSRMIRKTRKQKYFYRGRLDWDENTSAGRYVRENCKPLRRYLTSEAEEHHQLFDLIESMLEYEPAKRLTLGEALQHPFFARLRAEPPNKLWDSSRDISR. The KIBA score is 13.9. (6) The compound is Cc1cccc(Nc2nc(NC3CCCCC3N)cnc2C(N)=O)c1. The target protein (Q9NYL2) has sequence MSSLGASFVQIKFDDLQFFENCGGGSFGSVYRAKWISQDKEVAVKKLLKIEKEAEILSVLSHRNIIQFYGVILEPPNYGIVTEYASLGSLYDYINSNRSEEMDMDHIMTWATDVAKGMHYLHMEAPVKVIHRDLKSRNVVIAADGVLKICDFGASRFHNHTTHMSLVGTFPWMAPEVIQSLPVSETCDTYSYGVVLWEMLTREVPFKGLEGLQVAWLVVEKNERLTIPSSCPRSFAELLHQCWEADAKKRPSFKQIISILESMSNDTSLPDKCNSFLHNKAEWRCEIEATLERLKKLERDLSFKEQELKERERRLKMWEQKLTEQSNTPLLPSFEIGAWTEDDVYCWVQQLVRKGDSSAEMSVYASLFKENNITGKRLLLLEEEDLKDMGIVSKGHIIHFKSAIEKLTHDYINLFHFPPLIKDSGGEPEENEEKIVNLELVFGFHLKPGTGPQDCKWKMYMEMDGDEIAITYIKDVTFNTNLPDAEILKMTKPPFVMEKW.... The KIBA score is 11.2. (7) The small molecule is COC1C(N(C)C(=O)CCC(=O)O)CC2OC1(C)n1c3ccccc3c3c4c(c5c6ccccc6n2c5c31)C(=O)NC4. The target protein (O94806) has sequence MSANNSPPSAQKSVLPTAIPAVLPAASPCSSPKTGLSARLSNGSFSAPSLTNSRGSVHTVSFLLQIGLTRESVTIEAQELSLSAVKDLVCSIVYQKFPECGFFGMYDKILLFRHDMNSENILQLITSADEIHEGDLVEVVLSALATVEDFQIRPHTLYVHSYKAPTFCDYCGEMLWGLVRQGLKCEGCGLNYHKRCAFKIPNNCSGVRKRRLSNVSLPGPGLSVPRPLQPEYVALPSEESHVHQEPSKRIPSWSGRPIWMEKMVMCRVKVPHTFAVHSYTRPTICQYCKRLLKGLFRQGMQCKDCKFNCHKRCASKVPRDCLGEVTFNGEPSSLGTDTDIPMDIDNNDINSDSSRGLDDTEEPSPPEDKMFFLDPSDLDVERDEEAVKTISPSTSNNIPLMRVVQSIKHTKRKSSTMVKEGWMVHYTSRDNLRKRHYWRLDSKCLTLFQNESGSKYYKEIPLSEILRISSPRDFTNISQGSNPHCFEIITDTMVYFVGEN.... The KIBA score is 13.5. (8) The drug is Cc1nc(N)sc1-c1ccnc(Nc2ccc(N3CCOCC3)cc2)n1. The target protein (Q9HBY8) has sequence MQGLLTSGRKPSGGGRCTGRGGWRGQWCLKPWMGGADPPTPTLSCLLLPVPPELPDHCYRMNSSPAGTPSPQPSRANGNINLGPSANPNAQPTDFDFLKVIGKGNYGKVLLAKRKSDGAFYAVKVLQKKSILKKKEQSHIMAERSVLLKNVRHPFLVGLRYSFQTPEKLYFVLDYVNGGELFFHLQRERRFLEPRARFYAAEVASAIGYLHSLNIIYRDLKPENILLDCQGHVVLTDFGLCKEGVEPEDTTSTFCGTPEYLAPEVLRKEPYDRAVDWWCLGAVLYEMLHGLPPFYSQDVSQMYENILHQPLQIPGGRTVAACDLLQSLLHKDQRQRLGSKADFLEIKNHVFFSPINWDDLYHKRLTPPFNPNVTGPADLKHFDPEFTQEAVSKSIGCTPDTVASSSGASSAFLGFSYAPEDDDILDC. The KIBA score is 12.7. (9) The compound is CC(C)n1nc(-c2cc3cc(C=O)ccc3s2)c2c(N)ncnc21. The target protein (P48736) has sequence MELENYKQPVVLREDNCRRRRRMKPRSAAASLSSMELIPIEFVLPTSQRKCKSPETALLHVAGHGNVEQMKAQVWLRALETSVAADFYHRLGPHHFLLLYQKKGQWYEIYDKYQVVQTLDCLRYWKATHRSPGQIHLVQRHPPSEESQAFQRQLTALIGYDVTDVSNVHDDELEFTRRGLVTPRMAEVASRDPKLYAMHPWVTSKPLPEYLWKKIANNCIFIVIHRSTTSQTIKVSPDDTPGAILQSFFTKMAKKKSLMDIPESQSEQDFVLRVCGRDEYLVGETPIKNFQWVRHCLKNGEEIHVVLDTPPDPALDEVRKEEWPLVDDCTGVTGYHEQLTIHGKDHESVFTVSLWDCDRKFRVKIRGIDIPVLPRNTDLTVFVEANIQHGQQVLCQRRTSPKPFTEEVLWNVWLEFSIKIKDLPKGALLNLQIYCGKAPALSSKASAESPSSESKGKVQLLYYVNLLLIDHRFLLRRGEYVLHMWQISGKGEDQGSFNAD.... The KIBA score is 11.7. (10) The drug is CC(C)(N)C(=O)NCCn1ccc2ncnc(Nc3ccc(Oc4cccc5sncc45)c(Cl)c3)c21. The target protein (P45983) has sequence MSRSKRDNNFYSVEIGDSTFTVLKRYQNLKPIGSGAQGIVCAAYDAILERNVAIKKLSRPFQNQTHAKRAYRELVLMKCVNHKNIIGLLNVFTPQKSLEEFQDVYIVMELMDANLCQVIQMELDHERMSYLLYQMLCGIKHLHSAGIIHRDLKPSNIVVKSDCTLKILDFGLARTAGTSFMMTPYVVTRYYRAPEVILGMGYKENVDLWSVGCIMGEMVCHKILFPGRDYIDQWNKVIEQLGTPCPEFMKKLQPTVRTYVENRPKYAGYSFEKLFPDVLFPADSEHNKLKASQARDLLSKMLVIDASKRISVDEALQHPYINVWYDPSEAEAPPPKIPDKQLDEREHTIEEWKELIYKEVMDLEERTKNGVIRGQPSPLGAAVINGSQHPSSSSSVNDVSSMSTDPTLASDTDSSLEAAAGPLGCCR. The KIBA score is 11.1.